Predict the product of the given reaction. From a dataset of Forward reaction prediction with 1.9M reactions from USPTO patents (1976-2016). The product is: [Cl:25][C:7]1[CH:6]=[N:5][N:4]([CH2:1][CH2:2][CH3:3])[C:8]=1[C:9]1[CH:10]=[C:11]([C:14]([O:16][CH3:17])=[O:15])[S:12][CH:13]=1. Given the reactants [CH2:1]([N:4]1[C:8]([C:9]2[CH:10]=[C:11]([C:14]([O:16][CH3:17])=[O:15])[S:12][CH:13]=2)=[CH:7][CH:6]=[N:5]1)[CH2:2][CH3:3].C1C(=O)N([Cl:25])C(=O)C1, predict the reaction product.